This data is from Reaction yield outcomes from USPTO patents with 853,638 reactions. The task is: Predict the reaction yield, written as a fraction of the theoretical maximum amount of product (1.0 means a 100% yield; for example, 0.34 means a 34% yield). (1) The reactants are C(O[CH:4]1[NH:9][C:7](=[O:8])[CH2:6][CH2:5]1)C.S(=O)(=O)(O)O.[CH:15]1[CH:20]=[CH:19][CH:18]=[CH:17][CH:16]=1. No catalyst specified. The product is [C:15]1([CH:4]2[NH:9][C:7](=[O:8])[CH2:6][CH2:5]2)[CH:20]=[CH:19][CH:18]=[CH:17][CH:16]=1. The yield is 1.00. (2) The reactants are OS(O)(=O)=O.[C:6](=[O:22])([O:20][CH3:21])[O:7][C:8]1[CH:13]=[CH:12][C:11]([Br:14])=[CH:10][C:9]=1[CH:15]1[CH2:19][CH2:18][CH2:17][CH2:16]1.[N+:23]([O-])([O-:25])=[O:24].[K+]. The yield is 0.720. No catalyst specified. The product is [C:6](=[O:22])([O:20][CH3:21])[O:7][C:8]1[CH:13]=[C:12]([N+:23]([O-:25])=[O:24])[C:11]([Br:14])=[CH:10][C:9]=1[CH:15]1[CH2:19][CH2:18][CH2:17][CH2:16]1. (3) The reactants are [C:1]1([C:7]2[CH:12]=[C:11]([C:13]([OH:16])([CH3:15])[CH3:14])[CH:10]=[CH:9][C:8]=2[NH:17][C:18]([C:20]2[NH:21][CH:22]=[C:23]([C:25]#[N:26])[N:24]=2)=[O:19])[CH2:6][CH2:5][CH2:4][CH2:3][CH:2]=1.OS(O)(=O)=O.CO.[C:34]([O-])(O)=O.[Na+]. The catalyst is C(Cl)Cl. The product is [C:1]1([C:7]2[CH:12]=[C:11]([C:13]([O:16][CH3:34])([CH3:15])[CH3:14])[CH:10]=[CH:9][C:8]=2[NH:17][C:18]([C:20]2[NH:21][CH:22]=[C:23]([C:25]#[N:26])[N:24]=2)=[O:19])[CH2:6][CH2:5][CH2:4][CH2:3][CH:2]=1. The yield is 0.440.